Dataset: Forward reaction prediction with 1.9M reactions from USPTO patents (1976-2016). Task: Predict the product of the given reaction. Given the reactants [Cl:1][C:2]1[C:10]2[N:9]=[C:8]([CH:11]([C:13]3[CH:18]=[CH:17][C:16]([Cl:19])=[CH:15][C:14]=3[Cl:20])[OH:12])[N:7]([CH2:21][CH2:22][CH2:23]O)[C:6]=2[C:5]([C:25]([O:27][CH3:28])=[O:26])=[CH:4][CH:3]=1.C(C=P(CCCC)(CCCC)CCCC)#N, predict the reaction product. The product is: [Cl:1][C:2]1[CH:3]=[CH:4][C:5]([C:25]([O:27][CH3:28])=[O:26])=[C:6]2[C:10]=1[N:9]=[C:8]1[CH:11]([C:13]3[CH:18]=[CH:17][C:16]([Cl:19])=[CH:15][C:14]=3[Cl:20])[O:12][CH2:23][CH2:22][CH2:21][N:7]21.